This data is from Forward reaction prediction with 1.9M reactions from USPTO patents (1976-2016). The task is: Predict the product of the given reaction. (1) Given the reactants [CH2:1]([NH:8][C:9]1[CH:14]=[CH:13][C:12]([S:15][C:16]2[CH:21]=[CH:20][C:19]([OH:22])=[CH:18][CH:17]=2)=[C:11]([N+:23]([O-])=O)[CH:10]=1)[C:2]1[CH:7]=[CH:6][CH:5]=[CH:4][CH:3]=1.[Cl-].[NH4+].O1CCCC1.O, predict the reaction product. The product is: [NH2:23][C:11]1[CH:10]=[C:9]([NH:8][CH2:1][C:2]2[CH:3]=[CH:4][CH:5]=[CH:6][CH:7]=2)[CH:14]=[CH:13][C:12]=1[S:15][C:16]1[CH:17]=[CH:18][C:19]([OH:22])=[CH:20][CH:21]=1. (2) Given the reactants Br[C:2]1[C:7]([F:8])=[CH:6][C:5]([F:9])=[CH:4][N:3]=1.C([Li])CCC.Cl[C:16]1[N:17]=[N:18][CH:19]=[C:20]([C:22]2[CH:27]=[CH:26][C:25]([F:28])=[C:24]([C:29]3[C:34]([F:35])=[CH:33][C:32]([F:36])=[CH:31][N:30]=3)[CH:23]=2)[CH:21]=1, predict the reaction product. The product is: [F:8][C:7]1[C:2]([C:16]2[N:17]=[N:18][CH:19]=[C:20]([C:22]3[CH:27]=[CH:26][C:25]([F:28])=[C:24]([C:29]4[C:34]([F:35])=[CH:33][C:32]([F:36])=[CH:31][N:30]=4)[CH:23]=3)[CH:21]=2)=[N:3][CH:4]=[C:5]([F:9])[CH:6]=1.